From a dataset of Forward reaction prediction with 1.9M reactions from USPTO patents (1976-2016). Predict the product of the given reaction. (1) Given the reactants Cl[C:2]1[O:3][C:4]2[CH:10]=[CH:9][CH:8]=[CH:7][C:5]=2[N:6]=1.[NH2:11][C:12]1[CH:17]=[CH:16][C:15]([CH2:18][C:19]([O:21][CH2:22][CH3:23])=[O:20])=[CH:14][CH:13]=1.O, predict the reaction product. The product is: [O:3]1[C:4]2[CH:10]=[CH:9][CH:8]=[CH:7][C:5]=2[N:6]=[C:2]1[NH:11][C:12]1[CH:13]=[CH:14][C:15]([CH2:18][C:19]([O:21][CH2:22][CH3:23])=[O:20])=[CH:16][CH:17]=1. (2) Given the reactants Cl[C:2]1[C:11]2[C:6](=[CH:7][CH:8]=[C:9]([NH2:12])[CH:10]=2)[CH:5]=[N:4][CH:3]=1.[CH3:13][N:14]1[CH:18]=[C:17]([C:19]2[CH:24]=[CH:23][C:22](B3OC(C)(C)C(C)(C)O3)=[CH:21][CH:20]=2)[CH:16]=[N:15]1.C(=O)([O-])[O-].[Na+].[Na+].C(#N)C, predict the reaction product. The product is: [CH3:13][N:14]1[CH:18]=[C:17]([C:19]2[CH:20]=[CH:21][C:22]([C:2]3[C:11]4[C:6](=[CH:7][CH:8]=[C:9]([NH2:12])[CH:10]=4)[CH:5]=[N:4][CH:3]=3)=[CH:23][CH:24]=2)[CH:16]=[N:15]1. (3) Given the reactants [Cl:1][C:2]1[C:3]([NH:11][C:12]2[CH:17]=[CH:16][C:15]([Cl:18])=[CH:14][CH:13]=2)=[N:4][CH:5]=[C:6]([CH:10]=1)[C:7]([OH:9])=O.CC[N:21]([CH:25]([CH3:27])C)[CH:22]([CH3:24])C.CN(C(ON1N=N[C:38]2C=CC=N[C:37]1=2)=[N+](C)C)C.F[P-](F)(F)(F)(F)F, predict the reaction product. The product is: [N:21]1([C:7]([C:6]2[CH:5]=[N:4][C:3]([NH:11][C:12]3[CH:17]=[CH:16][C:15]([Cl:18])=[CH:14][CH:13]=3)=[C:2]([Cl:1])[CH:10]=2)=[O:9])[CH2:22][CH2:24][CH2:38][CH2:37][CH2:27][CH2:25]1.